This data is from Forward reaction prediction with 1.9M reactions from USPTO patents (1976-2016). The task is: Predict the product of the given reaction. (1) Given the reactants FC(F)(F)C(O)=O.[NH2:8][C:9]1[C:14]([C:15]([C:17]2[CH:22]=[CH:21][CH:20]=[CH:19][C:18]=2[O:23][CH3:24])=[O:16])=[CH:13][N:12]=[C:11]([NH:25][CH:26]2[CH2:31][CH2:30][NH:29][CH2:28][CH2:27]2)[N:10]=1.C(N(CC)CC)C.[CH3:39][S:40](Cl)(=[O:42])=[O:41], predict the reaction product. The product is: [NH2:8][C:9]1[C:14]([C:15]([C:17]2[CH:22]=[CH:21][CH:20]=[CH:19][C:18]=2[O:23][CH3:24])=[O:16])=[CH:13][N:12]=[C:11]([NH:25][CH:26]2[CH2:31][CH2:30][N:29]([S:40]([CH3:39])(=[O:42])=[O:41])[CH2:28][CH2:27]2)[N:10]=1. (2) Given the reactants [NH:1]1[C:5]2[CH:6]=[CH:7][CH:8]=[CH:9][C:4]=2[N:3]=[C:2]1[CH2:10][NH:11][CH:12]1[C:21]2[N:20]=[CH:19][CH:18]=[CH:17][C:16]=2[CH2:15][CH2:14][CH2:13]1.[C:22]([O:26]C([N:29]1[CH2:35][CH2:34][CH2:33][C@H:30]1[CH:31]=O)=O)(C)(C)C.[BH-](OC(C)=O)(OC(C)=O)[O:37]C(C)=O.[Na+].[CH2:50]([Cl:52])[Cl:51], predict the reaction product. The product is: [CH2:50]([Cl:52])[Cl:51].[CH3:22][OH:26].[NH4+:1].[OH-:37].[NH:1]1[C:5]2[CH:6]=[CH:7][CH:8]=[CH:9][C:4]=2[N:3]=[C:2]1[CH2:10][N:11]([CH2:31][CH:30]1[CH2:33][CH2:34][CH2:35][NH:29]1)[C@@H:12]1[C:21]2[N:20]=[CH:19][CH:18]=[CH:17][C:16]=2[CH2:15][CH2:14][CH2:13]1. (3) Given the reactants [F:1][C:2]1[CH:3]=[CH:4][C:5]([OH:17])=[C:6]([C:8](=[O:16])[CH2:9][C:10]2[CH:15]=[CH:14][CH:13]=[CH:12][CH:11]=2)[CH:7]=1.[C:18](OC(=O)CC)(=O)[CH2:19][CH3:20].Cl, predict the reaction product. The product is: [CH2:19]([C:20]1[O:17][C:5]2[C:6]([C:8](=[O:16])[C:9]=1[C:10]1[CH:15]=[CH:14][CH:13]=[CH:12][CH:11]=1)=[CH:7][C:2]([F:1])=[CH:3][CH:4]=2)[CH3:18].